Regression/Classification. Given a drug SMILES string, predict its absorption, distribution, metabolism, or excretion properties. Task type varies by dataset: regression for continuous measurements (e.g., permeability, clearance, half-life) or binary classification for categorical outcomes (e.g., BBB penetration, CYP inhibition). Dataset: bbb_martins. From a dataset of Blood-brain barrier penetration binary classification data from Martins et al.. (1) The result is 0 (does not penetrate BBB). The molecule is CCCNCC(O)COc1ccccc1C(=O)CCc1ccccc1. (2) The result is 1 (penetrates BBB). The molecule is NC(=O)C1c2ccccc2CCc2ccccc21.